From a dataset of NCI-60 drug combinations with 297,098 pairs across 59 cell lines. Regression. Given two drug SMILES strings and cell line genomic features, predict the synergy score measuring deviation from expected non-interaction effect. (1) Drug 1: CN1CCC(CC1)COC2=C(C=C3C(=C2)N=CN=C3NC4=C(C=C(C=C4)Br)F)OC. Drug 2: C1=CC(=CC=C1CC(C(=O)O)N)N(CCCl)CCCl.Cl. Cell line: SK-MEL-5. Synergy scores: CSS=7.81, Synergy_ZIP=0.545, Synergy_Bliss=4.34, Synergy_Loewe=-4.34, Synergy_HSA=-2.83. (2) Drug 1: CS(=O)(=O)C1=CC(=C(C=C1)C(=O)NC2=CC(=C(C=C2)Cl)C3=CC=CC=N3)Cl. Drug 2: CC1C(C(CC(O1)OC2CC(CC3=C2C(=C4C(=C3O)C(=O)C5=C(C4=O)C(=CC=C5)OC)O)(C(=O)C)O)N)O.Cl. Cell line: ACHN. Synergy scores: CSS=48.7, Synergy_ZIP=10.1, Synergy_Bliss=13.6, Synergy_Loewe=-27.7, Synergy_HSA=11.9. (3) Drug 1: CC1=C(N=C(N=C1N)C(CC(=O)N)NCC(C(=O)N)N)C(=O)NC(C(C2=CN=CN2)OC3C(C(C(C(O3)CO)O)O)OC4C(C(C(C(O4)CO)O)OC(=O)N)O)C(=O)NC(C)C(C(C)C(=O)NC(C(C)O)C(=O)NCCC5=NC(=CS5)C6=NC(=CS6)C(=O)NCCC[S+](C)C)O. Drug 2: C(CC(=O)O)C(=O)CN.Cl. Cell line: A498. Synergy scores: CSS=13.2, Synergy_ZIP=-4.04, Synergy_Bliss=-2.79, Synergy_Loewe=-2.11, Synergy_HSA=-0.543. (4) Drug 1: C1=NC2=C(N1)C(=S)N=C(N2)N. Drug 2: CC1CCC2CC(C(=CC=CC=CC(CC(C(=O)C(C(C(=CC(C(=O)CC(OC(=O)C3CCCCN3C(=O)C(=O)C1(O2)O)C(C)CC4CCC(C(C4)OC)O)C)C)O)OC)C)C)C)OC. Cell line: BT-549. Synergy scores: CSS=20.7, Synergy_ZIP=-10.3, Synergy_Bliss=-11.0, Synergy_Loewe=-7.18, Synergy_HSA=-5.32. (5) Drug 1: C1=CC(=C2C(=C1NCCNCCO)C(=O)C3=C(C=CC(=C3C2=O)O)O)NCCNCCO. Drug 2: CC=C1C(=O)NC(C(=O)OC2CC(=O)NC(C(=O)NC(CSSCCC=C2)C(=O)N1)C(C)C)C(C)C. Cell line: A549. Synergy scores: CSS=74.6, Synergy_ZIP=4.01, Synergy_Bliss=4.84, Synergy_Loewe=5.07, Synergy_HSA=6.72. (6) Cell line: NCIH23. Synergy scores: CSS=3.63, Synergy_ZIP=0.00234, Synergy_Bliss=4.22, Synergy_Loewe=3.14, Synergy_HSA=3.42. Drug 2: CC1=C(C(CCC1)(C)C)C=CC(=CC=CC(=CC(=O)O)C)C. Drug 1: C1=CC(=CC=C1C#N)C(C2=CC=C(C=C2)C#N)N3C=NC=N3.